From a dataset of NCI-60 drug combinations with 297,098 pairs across 59 cell lines. Regression. Given two drug SMILES strings and cell line genomic features, predict the synergy score measuring deviation from expected non-interaction effect. (1) Drug 1: C1CCC(CC1)NC(=O)N(CCCl)N=O. Drug 2: CCCS(=O)(=O)NC1=C(C(=C(C=C1)F)C(=O)C2=CNC3=C2C=C(C=N3)C4=CC=C(C=C4)Cl)F. Cell line: SK-OV-3. Synergy scores: CSS=9.91, Synergy_ZIP=-2.36, Synergy_Bliss=1.90, Synergy_Loewe=1.37, Synergy_HSA=1.28. (2) Drug 1: CN(CCCl)CCCl.Cl. Drug 2: B(C(CC(C)C)NC(=O)C(CC1=CC=CC=C1)NC(=O)C2=NC=CN=C2)(O)O. Cell line: MOLT-4. Synergy scores: CSS=84.9, Synergy_ZIP=0.526, Synergy_Bliss=0.521, Synergy_Loewe=-2.69, Synergy_HSA=0.261. (3) Drug 1: CC1C(C(CC(O1)OC2CC(CC3=C2C(=C4C(=C3O)C(=O)C5=C(C4=O)C(=CC=C5)OC)O)(C(=O)CO)O)N)O.Cl. Drug 2: CC1OCC2C(O1)C(C(C(O2)OC3C4COC(=O)C4C(C5=CC6=C(C=C35)OCO6)C7=CC(=C(C(=C7)OC)O)OC)O)O. Cell line: KM12. Synergy scores: CSS=41.9, Synergy_ZIP=10.2, Synergy_Bliss=9.14, Synergy_Loewe=2.60, Synergy_HSA=8.99. (4) Drug 2: C(CCl)NC(=O)N(CCCl)N=O. Drug 1: C1CC(=O)NC(=O)C1N2CC3=C(C2=O)C=CC=C3N. Synergy scores: CSS=5.87, Synergy_ZIP=-3.56, Synergy_Bliss=-5.10, Synergy_Loewe=0.659, Synergy_HSA=-1.03. Cell line: NCI-H460.